Dataset: Forward reaction prediction with 1.9M reactions from USPTO patents (1976-2016). Task: Predict the product of the given reaction. (1) Given the reactants C(O)(=O)C.C(O)(=O)C.[NH2:9][C:10]1[N:15]=[CH:14][N:13]=[C:12]2[N:16]([CH:40]3[CH2:45][CH2:44][N:43]([CH2:46][C:47]4[N:48]=[CH:49][NH:50][CH:51]=4)[CH2:42][CH2:41]3)[N:17]=[C:18]([C:19]3[CH:24]=[CH:23][C:22]([NH:25][C:26]([C:28]4[N:29]([CH3:37])[C:30]5[C:35]([CH:36]=4)=[CH:34][CH:33]=[CH:32][CH:31]=5)=[O:27])=[C:21]([O:38][CH3:39])[CH:20]=3)[C:11]=12.[C:52]([OH:59])(=[O:58])/[CH:53]=[CH:54]\[C:55]([OH:57])=[O:56], predict the reaction product. The product is: [C:52]([OH:59])(=[O:58])/[CH:53]=[CH:54]\[C:55]([OH:57])=[O:56].[C:52]([OH:59])(=[O:58])/[CH:53]=[CH:54]\[C:55]([OH:57])=[O:56].[NH2:9][C:10]1[N:15]=[CH:14][N:13]=[C:12]2[N:16]([CH:40]3[CH2:45][CH2:44][N:43]([CH2:46][C:47]4[N:48]=[CH:49][NH:50][CH:51]=4)[CH2:42][CH2:41]3)[N:17]=[C:18]([C:19]3[CH:24]=[CH:23][C:22]([NH:25][C:26]([C:28]4[N:29]([CH3:37])[C:30]5[C:35]([CH:36]=4)=[CH:34][CH:33]=[CH:32][CH:31]=5)=[O:27])=[C:21]([O:38][CH3:39])[CH:20]=3)[C:11]=12. (2) Given the reactants [OH:1][C:2]1[CH:7]=[CH:6][C:5]([C:8](=[O:10])[CH3:9])=[CH:4][CH:3]=1.[H-].[Na+].CS(O[CH2:18][CH:19]1[CH:24]2[CH2:25][C:26]([CH3:29])([CH3:28])[O:27][C:23]2=[C:22]([CH3:30])[C:21]([CH3:31])=[C:20]1[N+:32]([O-:34])=[O:33])(=O)=O, predict the reaction product. The product is: [N+:32]([C:20]1[CH:19]([CH2:18][O:1][C:2]2[CH:7]=[CH:6][C:5]([C:8](=[O:10])[CH3:9])=[CH:4][CH:3]=2)[CH:24]2[CH2:25][C:26]([CH3:28])([CH3:29])[O:27][C:23]2=[C:22]([CH3:30])[C:21]=1[CH3:31])([O-:34])=[O:33].